This data is from CYP3A4 inhibition data for predicting drug metabolism from PubChem BioAssay. The task is: Regression/Classification. Given a drug SMILES string, predict its absorption, distribution, metabolism, or excretion properties. Task type varies by dataset: regression for continuous measurements (e.g., permeability, clearance, half-life) or binary classification for categorical outcomes (e.g., BBB penetration, CYP inhibition). Dataset: cyp3a4_veith. The drug is O=C1C[C@H]2OCC=C3CN4CC[C@]5(C(=O)O)[C@@H]4C[C@@H]3[C@@H]2[C@H]5N1. The result is 0 (non-inhibitor).